Dataset: Reaction yield outcomes from USPTO patents with 853,638 reactions. Task: Predict the reaction yield, written as a fraction of the theoretical maximum amount of product (1.0 means a 100% yield; for example, 0.34 means a 34% yield). (1) The reactants are [C:1]([O:5][C:6]([N:8]1[CH2:18][CH2:17][C:11]2[N:12]=[C:13]([NH2:16])[N:14]=[CH:15][C:10]=2[CH2:9]1)=[O:7])([CH3:4])([CH3:3])[CH3:2].[Cl:19][C:20]1[CH:21]=[C:22]([CH:26]=[CH:27][CH:28]=1)[C:23](Cl)=[O:24].[OH-].[Na+].C(Cl)Cl. The catalyst is N1C=CC=CC=1. The product is [C:1]([O:5][C:6]([N:8]1[CH2:18][CH2:17][C:11]2[N:12]=[C:13]([NH:16][C:23](=[O:24])[C:22]3[CH:26]=[CH:27][CH:28]=[C:20]([Cl:19])[CH:21]=3)[N:14]=[CH:15][C:10]=2[CH2:9]1)=[O:7])([CH3:4])([CH3:2])[CH3:3]. The yield is 0.530. (2) The reactants are [Cl:1][C:2]1[CH:10]=[C:9]2[C:5]([C:6]([CH:11]=[O:12])=[CH:7][NH:8]2)=[CH:4][CH:3]=1.[H-].[Na+].[CH3:15][O:16][C:17]1[CH:22]=[CH:21][C:20]([S:23](Cl)(=[O:25])=[O:24])=[CH:19][C:18]=1[N:27]1[CH2:32][CH2:31][N:30]([C:33](=[O:38])[C:34]([Cl:37])([Cl:36])[Cl:35])[CH2:29][CH2:28]1. The catalyst is C1COCC1. The product is [Cl:1][C:2]1[CH:10]=[C:9]2[C:5]([C:6]([CH:11]=[O:12])=[CH:7][N:8]2[S:23]([C:20]2[CH:21]=[CH:22][C:17]([O:16][CH3:15])=[C:18]([N:27]3[CH2:32][CH2:31][N:30]([C:33](=[O:38])[C:34]([Cl:37])([Cl:35])[Cl:36])[CH2:29][CH2:28]3)[CH:19]=2)(=[O:25])=[O:24])=[CH:4][CH:3]=1. The yield is 0.870. (3) The reactants are [N:1](CCOCCON)=[N+:2]=[N-:3].[OH:11][C:12]([CH2:14][CH2:15][CH2:16][CH2:17][C@H:18]1[C@@H:26]2[C@@H:21]([NH:22][C:23]([NH:25]2)=[O:24])[CH2:20][S:19]1)=[O:13].CCN(C(C)C)C(C)C.C1CN([P+](ON2N=NC3C=CC=CC2=3)(N2CCCC2)N2CCCC2)CC1.F[P-](F)(F)(F)(F)F. The catalyst is CN(C=O)C. The product is [N:1]([CH:14]([CH2:15][CH2:16][CH2:17][C@H:18]1[C@@H:26]2[C@@H:21]([NH:22][C:23]([NH:25]2)=[O:24])[CH2:20][S:19]1)[C:12](=[O:11])[OH:13])=[N+:2]=[N-:3]. The yield is 0.880. (4) The reactants are [Cl:1][C:2]1[C:3]([O:12][C:13]2[CH:18]=[C:17]([O:19][CH2:20][CH2:21][O:22][CH3:23])[CH:16]=[CH:15][C:14]=2/[CH:24]=[CH:25]/[C:26](O)=[O:27])=[N:4][CH:5]=[C:6]([C:8]([F:11])([F:10])[F:9])[CH:7]=1.Cl.C(N=C=NCCCN(C)C)C.[F:41][C:42]([F:49])([F:48])[CH2:43][S:44]([NH2:47])(=[O:46])=[O:45].Cl. The catalyst is C(#N)C.CN(C)C1C=CN=CC=1.C(OCC)(=O)C. The product is [Cl:1][C:2]1[C:3]([O:12][C:13]2[CH:18]=[C:17]([O:19][CH2:20][CH2:21][O:22][CH3:23])[CH:16]=[CH:15][C:14]=2/[CH:24]=[CH:25]/[C:26]([NH:47][S:44]([CH2:43][C:42]([F:49])([F:48])[F:41])(=[O:46])=[O:45])=[O:27])=[N:4][CH:5]=[C:6]([C:8]([F:11])([F:9])[F:10])[CH:7]=1. The yield is 0.760. (5) The reactants are [Cl:1][C:2]1[C:7]([N:8]2[CH2:13][CH2:12][CH:11]([C:14]3[CH:19]=[C:18]([F:20])[C:17]([F:21])=[CH:16][C:15]=3[O:22][CH:23]([F:25])[F:24])[CH2:10][CH2:9]2)=[CH:6][N:5]=[N:4][C:3]=1[NH:26][NH:27][C:28](=O)[CH2:29][C:30]([F:33])([F:32])[F:31].CC[N+](S(N=C(OC)[O-])(=O)=O)(CC)CC. The catalyst is C1COCC1. The product is [Cl:1][C:2]1[C:3]2[N:4]([C:28]([CH2:29][C:30]([F:32])([F:31])[F:33])=[N:27][N:26]=2)[N:5]=[CH:6][C:7]=1[N:8]1[CH2:9][CH2:10][CH:11]([C:14]2[CH:19]=[C:18]([F:20])[C:17]([F:21])=[CH:16][C:15]=2[O:22][CH:23]([F:24])[F:25])[CH2:12][CH2:13]1. The yield is 0.340.